From a dataset of Catalyst prediction with 721,799 reactions and 888 catalyst types from USPTO. Predict which catalyst facilitates the given reaction. (1) Reactant: [Cl:1][C:2]1[CH:3]=[C:4]([C@@H:9]2[O:15][CH2:14][CH2:13][N:12]([C:16]([O:18][C:19]([CH3:22])([CH3:21])[CH3:20])=[O:17])[CH2:11][C@@H:10]2[CH2:23][O:24][C:25]2[CH:30]=[CH:29][CH:28]=[CH:27][C:26]=2[C:31]([O:33]C)=[O:32])[CH:5]=[CH:6][C:7]=1[Cl:8].[OH-].[Na+].C(O)(=O)CC(CC(O)=O)(C(O)=O)O. Product: [C:19]([O:18][C:16]([N:12]1[CH2:11][C@H:10]([CH2:23][O:24][C:25]2[CH:30]=[CH:29][CH:28]=[CH:27][C:26]=2[C:31]([OH:33])=[O:32])[C@H:9]([C:4]2[CH:5]=[CH:6][C:7]([Cl:8])=[C:2]([Cl:1])[CH:3]=2)[O:15][CH2:14][CH2:13]1)=[O:17])([CH3:22])([CH3:20])[CH3:21]. The catalyst class is: 5. (2) Reactant: Br[C:2]1[CH2:11][CH2:10][C:9]2[C:4](=[CH:5][CH:6]=[C:7]([O:12][CH3:13])[CH:8]=2)[C:3]=1[O:14]C(=O)C.[CH3:18][O:19][C:20]1[CH:25]=[C:24]([O:26][CH3:27])[CH:23]=[CH:22][C:21]=1B(O)O.[F-].[K+].[OH-].[Na+].Cl. The catalyst class is: 77. Product: [CH3:18][O:19][C:20]1[CH:25]=[C:24]([O:26][CH3:27])[CH:23]=[CH:22][C:21]=1[CH:2]1[CH2:11][CH2:10][C:9]2[C:4](=[CH:5][CH:6]=[C:7]([O:12][CH3:13])[CH:8]=2)[C:3]1=[O:14]. (3) Reactant: Cl[C:2]1[N:7]=[C:6]([NH:8][C:9]2[S:10][C:11]([CH3:14])=[CH:12][N:13]=2)[CH:5]=[C:4]([Cl:15])[N:3]=1.CCN(C(C)C)C(C)C.Cl.[F:26][C:27]1[CH:28]=[CH:29][C:30]([C@@H:33]([NH2:35])[CH3:34])=[N:31][CH:32]=1. Product: [Cl:15][C:4]1[N:3]=[C:2]([NH:35][C@H:33]([C:30]2[CH:29]=[CH:28][C:27]([F:26])=[CH:32][N:31]=2)[CH3:34])[N:7]=[C:6]([NH:8][C:9]2[S:10][C:11]([CH3:14])=[CH:12][N:13]=2)[CH:5]=1. The catalyst class is: 114. (4) Reactant: Cl[C:2]1[CH:7]=[CH:6][C:5]([C:8]([F:11])([F:10])[F:9])=[CH:4][N:3]=1.[CH2:12]([NH2:14])[CH3:13].CN1C(=O)CCC1. Product: [CH2:12]([NH:14][C:2]1[CH:7]=[CH:6][C:5]([C:8]([F:11])([F:10])[F:9])=[CH:4][N:3]=1)[CH3:13]. The catalyst class is: 6.